Task: Regression/Classification. Given a drug SMILES string, predict its absorption, distribution, metabolism, or excretion properties. Task type varies by dataset: regression for continuous measurements (e.g., permeability, clearance, half-life) or binary classification for categorical outcomes (e.g., BBB penetration, CYP inhibition). Dataset: cyp2d6_veith.. Dataset: CYP2D6 inhibition data for predicting drug metabolism from PubChem BioAssay (1) The molecule is Cc1ccc(C(=O)O/N=C/c2c(Cl)n(C)c3ccccc23)cc1. The result is 0 (non-inhibitor). (2) The molecule is CCSCCCC(=O)O. The result is 0 (non-inhibitor). (3) The molecule is CCCc1c(OCCCOc2ccc(OCC(=O)O)cc2)ccc(C(C)=O)c1O. The result is 0 (non-inhibitor). (4) The compound is COc1cc2c(cc1OC)-c1cc(NCc3ccccn3)nc(=O)n1CC2. The result is 0 (non-inhibitor). (5) The molecule is c1cncc(-c2ccc3ncnc(NC4CCNCC4)c3c2)c1. The result is 0 (non-inhibitor).